Dataset: NCI-60 drug combinations with 297,098 pairs across 59 cell lines. Task: Regression. Given two drug SMILES strings and cell line genomic features, predict the synergy score measuring deviation from expected non-interaction effect. (1) Drug 1: CN1C2=C(C=C(C=C2)N(CCCl)CCCl)N=C1CCCC(=O)O.Cl. Drug 2: CN(CC1=CN=C2C(=N1)C(=NC(=N2)N)N)C3=CC=C(C=C3)C(=O)NC(CCC(=O)O)C(=O)O. Cell line: DU-145. Synergy scores: CSS=15.9, Synergy_ZIP=-2.93, Synergy_Bliss=-5.75, Synergy_Loewe=-44.0, Synergy_HSA=-4.32. (2) Drug 1: CCN(CC)CCNC(=O)C1=C(NC(=C1C)C=C2C3=C(C=CC(=C3)F)NC2=O)C. Drug 2: CC1C(C(CC(O1)OC2CC(CC3=C2C(=C4C(=C3O)C(=O)C5=CC=CC=C5C4=O)O)(C(=O)C)O)N)O. Cell line: HL-60(TB). Synergy scores: CSS=56.8, Synergy_ZIP=-0.752, Synergy_Bliss=-2.90, Synergy_Loewe=-12.9, Synergy_HSA=1.51. (3) Drug 1: CC1=C2C(C(=O)C3(C(CC4C(C3C(C(C2(C)C)(CC1OC(=O)C(C(C5=CC=CC=C5)NC(=O)OC(C)(C)C)O)O)OC(=O)C6=CC=CC=C6)(CO4)OC(=O)C)OC)C)OC. Drug 2: C1CC(=O)NC(=O)C1N2CC3=C(C2=O)C=CC=C3N. Cell line: SK-MEL-5. Synergy scores: CSS=29.3, Synergy_ZIP=1.90, Synergy_Bliss=-0.123, Synergy_Loewe=-27.1, Synergy_HSA=-0.291. (4) Drug 1: CC12CCC(CC1=CCC3C2CCC4(C3CC=C4C5=CN=CC=C5)C)O. Drug 2: COCCOC1=C(C=C2C(=C1)C(=NC=N2)NC3=CC=CC(=C3)C#C)OCCOC.Cl. Cell line: COLO 205. Synergy scores: CSS=4.50, Synergy_ZIP=1.30, Synergy_Bliss=5.47, Synergy_Loewe=0.491, Synergy_HSA=1.45. (5) Drug 1: C1=C(C(=O)NC(=O)N1)F. Drug 2: CC12CCC3C(C1CCC2O)C(CC4=C3C=CC(=C4)O)CCCCCCCCCS(=O)CCCC(C(F)(F)F)(F)F. Cell line: RXF 393. Synergy scores: CSS=29.5, Synergy_ZIP=-2.83, Synergy_Bliss=-3.59, Synergy_Loewe=-1.18, Synergy_HSA=-1.01. (6) Drug 1: CN(C)C1=NC(=NC(=N1)N(C)C)N(C)C. Drug 2: CC1=C(C(=O)C2=C(C1=O)N3CC4C(C3(C2COC(=O)N)OC)N4)N. Cell line: RPMI-8226. Synergy scores: CSS=29.1, Synergy_ZIP=7.11, Synergy_Bliss=3.25, Synergy_Loewe=-37.5, Synergy_HSA=-4.19. (7) Drug 1: CC1=CC=C(C=C1)C2=CC(=NN2C3=CC=C(C=C3)S(=O)(=O)N)C(F)(F)F. Drug 2: CC(C)CN1C=NC2=C1C3=CC=CC=C3N=C2N. Cell line: U251. Synergy scores: CSS=-1.81, Synergy_ZIP=0.784, Synergy_Bliss=-0.272, Synergy_Loewe=-1.45, Synergy_HSA=-2.52. (8) Drug 1: CN(C)C1=NC(=NC(=N1)N(C)C)N(C)C. Drug 2: CC1C(C(=O)NC(C(=O)N2CCCC2C(=O)N(CC(=O)N(C(C(=O)O1)C(C)C)C)C)C(C)C)NC(=O)C3=C4C(=C(C=C3)C)OC5=C(C(=O)C(=C(C5=N4)C(=O)NC6C(OC(=O)C(N(C(=O)CN(C(=O)C7CCCN7C(=O)C(NC6=O)C(C)C)C)C)C(C)C)C)N)C. Cell line: T-47D. Synergy scores: CSS=3.46, Synergy_ZIP=10.2, Synergy_Bliss=12.2, Synergy_Loewe=5.70, Synergy_HSA=7.97.